Dataset: Forward reaction prediction with 1.9M reactions from USPTO patents (1976-2016). Task: Predict the product of the given reaction. (1) Given the reactants [CH:1]([C:3]1[C:4]([N:28]2[CH:40]=[CH:39][N:31]3[C:32]4[CH2:33][CH2:34][CH2:35][CH2:36][C:37]=4[CH:38]=[C:30]3[C:29]2=[O:41])=[N:5][CH:6]=[CH:7][C:8]=1[C:9]1[CH:14]=[C:13]([NH:15][C:16]2[CH:25]=[C:19]3[CH2:20][N:21]([CH3:24])[CH2:22][CH2:23][N:18]3[N:17]=2)[C:12](=[O:26])[N:11]([CH3:27])[CH:10]=1)=[O:2].[BH4-].[Na+], predict the reaction product. The product is: [OH:2][CH2:1][C:3]1[C:4]([N:28]2[CH:40]=[CH:39][N:31]3[C:32]4[CH2:33][CH2:34][CH2:35][CH2:36][C:37]=4[CH:38]=[C:30]3[C:29]2=[O:41])=[N:5][CH:6]=[CH:7][C:8]=1[C:9]1[CH:14]=[C:13]([NH:15][C:16]2[CH:25]=[C:19]3[CH2:20][N:21]([CH3:24])[CH2:22][CH2:23][N:18]3[N:17]=2)[C:12](=[O:26])[N:11]([CH3:27])[CH:10]=1. (2) Given the reactants I[CH:2]1[C:11](=[O:12])[N:10]2[C@@H:5]([CH2:6][CH2:7][CH2:8][C@@H:9]2[C:13]2[CH:18]=[CH:17][C:16]([O:19][CH3:20])=[CH:15][CH:14]=2)[CH2:4][CH2:3]1.[P:21]([O:28]CC)([O:25][CH2:26][CH3:27])[O:22][CH2:23][CH3:24], predict the reaction product. The product is: [CH2:23]([O:22][P:21]([CH:2]1[C:11](=[O:12])[N:10]2[C@H:5]([CH2:6][CH2:7][CH2:8][C@H:9]2[C:13]2[CH:18]=[CH:17][C:16]([O:19][CH3:20])=[CH:15][CH:14]=2)[CH2:4][CH2:3]1)(=[O:28])[O:25][CH2:26][CH3:27])[CH3:24]. (3) Given the reactants [Cl:1][C:2]1[CH:10]=[CH:9][C:5]([C:6]([OH:8])=[O:7])=[CH:4][C:3]=1[C:11]([F:14])([F:13])[F:12].S(=O)(=O)(O)O.[CH3:20]O, predict the reaction product. The product is: [Cl:1][C:2]1[CH:10]=[CH:9][C:5]([C:6]([O:8][CH3:20])=[O:7])=[CH:4][C:3]=1[C:11]([F:12])([F:13])[F:14]. (4) Given the reactants C(OC([N:8]1[C:12]2[N:13]=[C:14]([C:18]3[CH:23]=[CH:22][CH:21]=[CH:20][CH:19]=3)[N:15]=[C:16](Cl)[C:11]=2[CH:10]=[C:9]1[CH2:24][O:25][C:26]1[CH:31]=[CH:30][CH:29]=[CH:28][CH:27]=1)=O)(C)(C)C.[C:32]([NH:35][CH2:36][CH2:37][NH2:38])(=[O:34])[CH3:33], predict the reaction product. The product is: [O:25]([CH2:24][C:9]1[NH:8][C:12]2[N:13]=[C:14]([C:18]3[CH:19]=[CH:20][CH:21]=[CH:22][CH:23]=3)[N:15]=[C:16]([NH:38][CH2:37][CH2:36][NH:35][C:32](=[O:34])[CH3:33])[C:11]=2[CH:10]=1)[C:26]1[CH:31]=[CH:30][CH:29]=[CH:28][CH:27]=1.